Regression/Classification. Given a drug SMILES string, predict its toxicity properties. Task type varies by dataset: regression for continuous values (e.g., LD50, hERG inhibition percentage) or binary classification for toxic/non-toxic outcomes (e.g., AMES mutagenicity, cardiotoxicity, hepatotoxicity). Dataset: herg_karim. From a dataset of hERG potassium channel inhibition data for cardiac toxicity prediction from Karim et al.. (1) The compound is Cn1c(=O)c2c(nc(N3CCC[C@@H](N)C3)n2Cc2cc(F)ccc2Cl)c2ccc(C(=O)O)cc21. The result is 0 (non-blocker). (2) The molecule is Cc1ncoc1-c1nnc(SCCN2CC[C@]3(C[C@@H]3c3ccc(C(F)(F)F)cc3)C2)n1C. The result is 1 (blocker). (3) The molecule is N#CC1(NC(=O)[C@@H]2CCCC[C@H]2C(=O)N2CCN(c3nc(C(F)(F)F)c(Cl)s3)CC2)CC1. The result is 0 (non-blocker). (4) The molecule is Cc1cccc(N/C(=N/C#N)c2ccc(-c3ccc(Cl)cc3)o2)c1. The result is 0 (non-blocker). (5) The molecule is CS(=O)(=O)c1ccc([C@@H](CC2CCCC2)C(=O)Nc2cnc([C@H](O)CO)cn2)cc1Cl. The result is 0 (non-blocker). (6) The drug is CNCc1cc(C(=O)N(C)C)ccc1Oc1ccc(Cl)cc1C. The result is 1 (blocker).